Predict which catalyst facilitates the given reaction. From a dataset of Catalyst prediction with 721,799 reactions and 888 catalyst types from USPTO. (1) Reactant: [Cl:1][C:2]1[CH:7]=[CH:6][C:5]([CH:8]=[C:9]([CH3:15])[C:10](=O)[C:11]([OH:13])=[O:12])=[CH:4][CH:3]=1.Cl.[Cl:17][C:18]1[CH:23]=[C:22]([Cl:24])[CH:21]=[CH:20][C:19]=1[NH:25][NH2:26]. Product: [Cl:1][C:2]1[CH:7]=[CH:6][C:5]([CH:8]2[N:25]([C:19]3[CH:20]=[CH:21][C:22]([Cl:24])=[CH:23][C:18]=3[Cl:17])[N:26]=[C:10]([C:11]([OH:13])=[O:12])[CH:9]2[CH3:15])=[CH:4][CH:3]=1. The catalyst class is: 15. (2) Reactant: [CH3:1][O:2][C:3](=[O:10])[C:4]([F:9])([F:8])[CH2:5][CH2:6]O.C1C=CC(P(C2C=CC=CC=2)C2C=CC=CC=2)=CC=1.ClC1C=CC(N([C@H]2C3C(=CC=CC=3)N(C(=O)C3C=CC(O)=CC=3)[C@@H](C)C2)C(=O)C)=CC=1.CCOC(/N=N/C(OCC)=O)=O. Product: [CH3:1][O:2][C:3](=[O:10])[C:4]([F:9])([F:8])[CH2:5][CH3:6]. The catalyst class is: 11. (3) Reactant: C(O)(C(F)(F)F)=O.C(OC(=O)[NH:14][C@@H:15]([CH3:29])[CH2:16][O:17][C:18]1[C:23]([F:24])=[CH:22][CH:21]=[C:20]([N+:25]([O-:27])=[O:26])[C:19]=1F)(C)(C)C.C1(C)C=CC=CC=1. Product: [F:24][C:23]1[C:18]2[O:17][CH2:16][C@H:15]([CH3:29])[NH:14][C:19]=2[C:20]([N+:25]([O-:27])=[O:26])=[CH:21][CH:22]=1. The catalyst class is: 2. (4) Reactant: [NH+:1]1([O-])[C:5]2=[N:6][CH:7]=[CH:8][CH:9]=[C:4]2[CH:3]=[CH:2]1.[C:11](Br)(=[O:18])[C:12]1[CH:17]=[CH:16][CH:15]=[CH:14][CH:13]=1.C[Si](C)(C)N[Si](C)(C)C.[Br-:29]. Product: [Br:29][C:7]1[N:6]=[C:5]2[N:1]([C:13]3[CH:14]=[CH:15][CH:16]=[CH:17][C:12]=3[CH:11]=[O:18])[CH:2]=[CH:3][C:4]2=[CH:9][CH:8]=1. The catalyst class is: 48. (5) Reactant: [CH2:1]([SH:6])[CH2:2][CH:3]([CH3:5])[CH3:4].[H-].[Na+].Cl[C:10]1[CH:15]=[CH:14][CH:13]=[C:12]([C:16]#[N:17])[N:11]=1. Product: [C:16]([C:12]1[CH:13]=[CH:14][CH:15]=[C:10]([S:6][CH2:1][CH2:2][CH:3]([CH3:5])[CH3:4])[N:11]=1)#[N:17]. The catalyst class is: 7. (6) Reactant: [CH2:1]([NH:3][CH2:4][CH2:5][OH:6])[CH3:2].[N+:7]([O-:10])([OH:9])=[O:8].CC(OC(C)=O)=O. Product: [N+:7]([O-:10])([O-:9])=[O:8].[CH2:1]([NH2+:3][CH2:4][CH2:5][O:6][N+:7]([O-:9])=[O:8])[CH3:2]. The catalyst class is: 521.